This data is from Reaction yield outcomes from USPTO patents with 853,638 reactions. The task is: Predict the reaction yield, written as a fraction of the theoretical maximum amount of product (1.0 means a 100% yield; for example, 0.34 means a 34% yield). The reactants are [CH3:1][O:2][C:3]1[CH:4]=[C:5]([CH2:20]O)[C:6]2[O:10][C:9]([C:11]3[CH:16]=[CH:15][C:14]([O:17][CH3:18])=[CH:13][CH:12]=3)=[CH:8][C:7]=2[CH:19]=1.B(Br)(Br)[Br:23]. The catalyst is ClCCl. The product is [Br:23][CH2:20][C:5]1[C:6]2[O:10][C:9]([C:11]3[CH:16]=[CH:15][C:14]([O:17][CH3:18])=[CH:13][CH:12]=3)=[CH:8][C:7]=2[CH:19]=[C:3]([O:2][CH3:1])[CH:4]=1. The yield is 0.810.